This data is from Reaction yield outcomes from USPTO patents with 853,638 reactions. The task is: Predict the reaction yield, written as a fraction of the theoretical maximum amount of product (1.0 means a 100% yield; for example, 0.34 means a 34% yield). (1) The reactants are [CH2:1]([C:3]1[S:28][C:6]2[N:7]([CH2:13][C:14]3[CH:19]=[CH:18][C:17]([C:20]4[C:21]([C:26]#[N:27])=[CH:22][CH:23]=[CH:24][CH:25]=4)=[CH:16][CH:15]=3)[C:8](=[O:12])[NH:9][C:10](=[O:11])[C:5]=2[CH:4]=1)[CH3:2].Br[CH2:30][C:31]([C:33]1[S:34][CH:35]=[CH:36][C:37]=1[Br:38])=[O:32].[H-].[Na+].[Cl-].O[NH3+:43].[C:44](=[O:47])([O-])[OH:45].[Na+]. The catalyst is C(OCC)(=O)C.CS(C)=O.C(Cl)(Cl)Cl.CN(C)C=O. The product is [Br:38][C:37]1[CH:36]=[CH:35][S:34][C:33]=1[C:31](=[O:32])[CH2:30][N:9]1[C:10](=[O:11])[C:5]2[CH:4]=[C:3]([CH2:1][CH3:2])[S:28][C:6]=2[N:7]([CH2:13][C:14]2[CH:19]=[CH:18][C:17]([C:20]3[CH:25]=[CH:24][CH:23]=[CH:22][C:21]=3[C:26]3[NH:43][C:44](=[O:47])[O:45][N:27]=3)=[CH:16][CH:15]=2)[C:8]1=[O:12]. The yield is 0.0850. (2) The reactants are Cl[C:2]1[N:10]=[C:9]2[C:5]([N:6]=[C:7]([CH:12]([OH:26])[CH:13]3[CH2:18][CH2:17][N:16]([C:19]([O:21][C:22]([CH3:25])([CH3:24])[CH3:23])=[O:20])[CH2:15][CH2:14]3)[N:8]2[CH3:11])=[C:4]([N:27]2[CH2:32][CH2:31][O:30][CH2:29][CH2:28]2)[N:3]=1.[CH2:33]([C:35]1[NH:36][C:37]2[CH:43]=[CH:42][CH:41]=[CH:40][C:38]=2[N:39]=1)[CH3:34].CC(C1C=C(C(C)C)C(C2C=CC=CC=2P(C2CCCCC2)C2CCCCC2)=C(C(C)C)C=1)C.C(=O)([O-])[O-].[Cs+].[Cs+]. The catalyst is CN(C=O)C.C1C=CC(/C=C/C(/C=C/C2C=CC=CC=2)=O)=CC=1.C1C=CC(/C=C/C(/C=C/C2C=CC=CC=2)=O)=CC=1.C1C=CC(/C=C/C(/C=C/C2C=CC=CC=2)=O)=CC=1.[Pd].[Pd]. The product is [CH2:33]([C:35]1[N:36]([C:2]2[N:10]=[C:9]3[C:5]([N:6]=[C:7]([CH:12]([OH:26])[CH:13]4[CH2:14][CH2:15][N:16]([C:19]([O:21][C:22]([CH3:24])([CH3:23])[CH3:25])=[O:20])[CH2:17][CH2:18]4)[N:8]3[CH3:11])=[C:4]([N:27]3[CH2:32][CH2:31][O:30][CH2:29][CH2:28]3)[N:3]=2)[C:37]2[CH:43]=[CH:42][CH:41]=[CH:40][C:38]=2[N:39]=1)[CH3:34]. The yield is 0.690. (3) The reactants are [CH3:1][C:2]1[CH:7]=[CH:6][C:5]([C:8](=[CH2:11])C=O)=[CH:4][CH:3]=1.[CH:12](OC)(OC)[O:13][CH3:14].Cl[CH2:20]Cl. The catalyst is C(OCC)C. The product is [CH3:12][O:13][CH:14]1[C:4]2[C:5](=[CH:6][CH:7]=[C:2]([CH3:1])[CH:3]=2)[CH:8]=[C:11]1[CH3:20]. The yield is 0.590. (4) The catalyst is O. The product is [CH2:23]([O:25][C:26]1[CH:27]=[CH:28][C:29]([O:39][CH2:2][C:3]2[CH:22]=[CH:21][C:6]([O:7][CH2:8][C:9]3[N:10]=[C:11]([C:15]4[CH:20]=[CH:19][CH:18]=[CH:17][CH:16]=4)[O:12][C:13]=3[CH3:14])=[CH:5][CH:4]=2)=[C:30]([CH2:32][CH2:33][C:34]([O:36][CH2:37][CH3:38])=[O:35])[CH:31]=1)[CH3:24]. The yield is 0.720. The reactants are Cl[CH2:2][C:3]1[CH:22]=[CH:21][C:6]([O:7][CH2:8][C:9]2[N:10]=[C:11]([C:15]3[CH:20]=[CH:19][CH:18]=[CH:17][CH:16]=3)[O:12][C:13]=2[CH3:14])=[CH:5][CH:4]=1.[CH2:23]([O:25][C:26]1[CH:27]=[CH:28][C:29]([OH:39])=[C:30]([CH2:32][CH2:33][C:34]([O:36][CH2:37][CH3:38])=[O:35])[CH:31]=1)[CH3:24].C(=O)([O-])[O-].[K+].[K+].CN(C)C=O. (5) The reactants are [CH3:1][CH2:2][CH2:3][C:4]1[CH:5]=[C:6]([C:10]([NH2:12])=[S:11])[CH:7]=[CH:8][N:9]=1.Br[CH2:14][C:15]([C:17]1[CH:22]=[CH:21][C:20]([CH3:23])=[CH:19][CH:18]=1)=O. The catalyst is C(O)C. The product is [CH3:1][CH2:2][CH2:3][C:4]1[CH:5]=[C:6]([C:10]2[S:11][CH:14]=[C:15]([C:17]3[CH:18]=[CH:19][C:20]([CH3:23])=[CH:21][CH:22]=3)[N:12]=2)[CH:7]=[CH:8][N:9]=1. The yield is 0.830. (6) The reactants are [Cl:1][C:2]1[CH:3]=[C:4]([C:9]23[CH2:14][CH:13]2[CH2:12][NH:11][CH2:10]3)[CH:5]=[CH:6][C:7]=1[Cl:8].[C:15](#N)[CH3:16].[C:18](O[BH-](OC(=O)C)OC(=O)C)(=O)C.[Na+]. The catalyst is CC(C)=O. The product is [Cl:1][C:2]1[CH:3]=[C:4]([C@@:9]23[CH2:14][C@@H:13]2[CH2:12][N:11]([CH:15]([CH3:16])[CH3:18])[CH2:10]3)[CH:5]=[CH:6][C:7]=1[Cl:8]. The yield is 0.906. (7) The reactants are [OH-].[Li+].CC1C(CC([O-])=[O:15])=CC(C)=C2C=1C=NN2.[CH3:18][C:19]1[C:27]([CH3:28])=[C:26]2[C:22]([CH:23]=[N:24][NH:25]2)=[CH:21][C:20]=1CC([O-])=O.[Cl-].[NH4+]. The catalyst is CO. The product is [CH3:18][C:19]1[C:27]([CH3:28])=[C:26]2[C:22]([CH:23]=[N:24][NH:25]2)=[CH:21][C:20]=1[OH:15]. The yield is 1.00. (8) The reactants are COC1C=CC(C[N:8](CC2C=CC(OC)=CC=2)[C:9]2[N:13](CC3C=CC(OC)=CC=3)[N:12]=[C:11]([NH:23][C:24]3[CH:25]=[C:26]([C:30]4([C:33]#[N:34])[CH2:32][CH2:31]4)[CH:27]=[CH:28][CH:29]=3)[N:10]=2)=CC=1.C(O)(C(F)(F)F)=O. No catalyst specified. The product is [NH2:8][C:9]1[NH:13][N:12]=[C:11]([NH:23][C:24]2[CH:25]=[C:26]([C:30]3([C:33]#[N:34])[CH2:31][CH2:32]3)[CH:27]=[CH:28][CH:29]=2)[N:10]=1. The yield is 0.240. (9) The reactants are [NH2:1][C:2]1[CH:7]=[CH:6][C:5]([OH:8])=[CH:4][CH:3]=1.[Cl:9][C:10]1[CH:15]=[CH:14][C:13]([S:16]([NH:19][C:20]2[C:29](Cl)=[N:28][C:27]3[C:22](=[CH:23][CH:24]=[CH:25][CH:26]=3)[N:21]=2)(=[O:18])=[O:17])=[CH:12][CH:11]=1. No catalyst specified. The product is [Cl:9][C:10]1[CH:15]=[CH:14][C:13]([S:16]([NH:19][C:20]2[C:29]([NH:1][C:2]3[CH:7]=[CH:6][C:5]([OH:8])=[CH:4][CH:3]=3)=[N:28][C:27]3[C:22](=[CH:23][CH:24]=[CH:25][CH:26]=3)[N:21]=2)(=[O:17])=[O:18])=[CH:12][CH:11]=1. The yield is 0.600. (10) The reactants are [C:1]([C:5]1[CH:10]=[CH:9][C:8]([NH:11][C:12]2[CH:21]=[CH:20][C:19]3[C:14](=[CH:15][CH:16]=[CH:17][CH:18]=3)[CH:13]=2)=[CH:7][CH:6]=1)([CH3:4])([CH3:3])[CH3:2].Br[C:23]1[CH:28]=[CH:27][C:26]([C:29]2[CH:34]=[CH:33][C:32]([C:35]3[CH:40]=[CH:39][C:38](Br)=[CH:37][CH:36]=3)=[CH:31][CH:30]=2)=[CH:25][CH:24]=1.[C:51](P([C:51]([CH3:54])([CH3:53])[CH3:52])[C:51]([CH3:54])([CH3:53])[CH3:52])([CH3:54])([CH3:53])[CH3:52].[C:55]([O-])([CH3:58])([CH3:57])[CH3:56].[K+]. The catalyst is C1(C)C=CC=CC=1.C1C=CC(/C=C/C(/C=C/C2C=CC=CC=2)=O)=CC=1.C1C=CC(/C=C/C(/C=C/C2C=CC=CC=2)=O)=CC=1.[Pd].C(Cl)(Cl)Cl. The product is [C:1]([C:5]1[CH:6]=[CH:7][C:8]([N:11]([C:12]2[CH:21]=[CH:20][C:19]3[C:14](=[CH:15][CH:16]=[CH:17][CH:18]=3)[CH:13]=2)[C:23]2[CH:28]=[CH:27][C:26]([C:29]3[CH:34]=[CH:33][C:32]([C:35]4[CH:40]=[CH:39][C:38]([N:11]([C:8]5[CH:7]=[CH:6][C:5]([C:51]([CH3:52])([CH3:53])[CH3:54])=[CH:10][CH:9]=5)[C:12]5[CH:13]=[CH:14][C:58]6[C:55](=[CH:57][CH:3]=[CH:1][CH:2]=6)[CH:56]=5)=[CH:37][CH:36]=4)=[CH:31][CH:30]=3)=[CH:25][CH:24]=2)=[CH:9][CH:10]=1)([CH3:4])([CH3:2])[CH3:3]. The yield is 1.35.